The task is: Predict the product of the given reaction.. This data is from Forward reaction prediction with 1.9M reactions from USPTO patents (1976-2016). (1) Given the reactants [CH2:1]([N:8]1[CH2:12][CH2:11][CH:10]([OH:13])[CH2:9]1)[C:2]1[CH:7]=[CH:6][CH:5]=[CH:4][CH:3]=1.[Br:14][C:15]1[CH:20]=[CH:19][C:18]([F:21])=[CH:17][C:16]=1O.C1(P(C2C=CC=CC=2)C2C=CC=CC=2)C=CC=CC=1.N(C(OC(C)C)=O)=NC(OC(C)C)=O, predict the reaction product. The product is: [CH2:1]([N:8]1[CH2:12][CH2:11][CH:10]([O:13][C:20]2[CH:19]=[C:18]([F:21])[CH:17]=[CH:16][C:15]=2[Br:14])[CH2:9]1)[C:2]1[CH:3]=[CH:4][CH:5]=[CH:6][CH:7]=1. (2) Given the reactants Cl[CH2:2][C:3]([N:5]([C:25]1[CH:30]=[CH:29][C:28]([O:31][C:32]2[CH:37]=[CH:36][C:35]([N+:38]([O-:40])=[O:39])=[CH:34][N:33]=2)=[CH:27][CH:26]=1)[CH2:6][C:7]([N:9]1[CH2:14][CH2:13][N:12]([CH2:15][C:16]2[CH:24]=[CH:23][C:22]3[O:21][CH2:20][O:19][C:18]=3[CH:17]=2)[CH2:11][CH2:10]1)=[O:8])=[O:4].[CH3:41][NH:42][CH3:43].O, predict the reaction product. The product is: [CH3:41][N:42]([CH3:43])[CH2:2][C:3]([N:5]([C:25]1[CH:30]=[CH:29][C:28]([O:31][C:32]2[CH:37]=[CH:36][C:35]([N+:38]([O-:40])=[O:39])=[CH:34][N:33]=2)=[CH:27][CH:26]=1)[CH2:6][C:7]([N:9]1[CH2:14][CH2:13][N:12]([CH2:15][C:16]2[CH:24]=[CH:23][C:22]3[O:21][CH2:20][O:19][C:18]=3[CH:17]=2)[CH2:11][CH2:10]1)=[O:8])=[O:4]. (3) Given the reactants [CH:1]1([C:7]2[CH:16]=[C:15]3[C:10]([CH2:11][CH2:12][CH2:13][CH:14]3[C:17]3[N:18]=[CH:19][N:20](S(N(C)C)(=O)=O)[CH:21]=3)=[C:9]([NH:28][S:29]([CH2:32][CH3:33])(=[O:31])=[O:30])[CH:8]=2)[CH2:6][CH2:5][CH2:4][CH2:3][CH2:2]1.Cl, predict the reaction product. The product is: [CH:1]1([C:7]2[CH:8]=[C:9]([NH:28][S:29]([CH2:32][CH3:33])(=[O:30])=[O:31])[C:10]3[CH2:11][CH2:12][CH2:13][CH:14]([C:17]4[N:18]=[CH:19][NH:20][CH:21]=4)[C:15]=3[CH:16]=2)[CH2:2][CH2:3][CH2:4][CH2:5][CH2:6]1.